Dataset: Peptide-MHC class II binding affinity with 134,281 pairs from IEDB. Task: Regression. Given a peptide amino acid sequence and an MHC pseudo amino acid sequence, predict their binding affinity value. This is MHC class II binding data. (1) The peptide sequence is NRNNTFKPFAEYKSDYVYQPFPK. The MHC is DRB1_0404 with pseudo-sequence DRB1_0404. The binding affinity (normalized) is 0.0981. (2) The peptide sequence is CAKFTCAKSMSLFEVKK. The MHC is DRB1_0901 with pseudo-sequence DRB1_0901. The binding affinity (normalized) is 0.770. (3) The peptide sequence is VASLLTTAEVVVTEI. The MHC is DRB1_1302 with pseudo-sequence DRB1_1302. The binding affinity (normalized) is 0. (4) The MHC is HLA-DQA10501-DQB10301 with pseudo-sequence HLA-DQA10501-DQB10301. The binding affinity (normalized) is 0. The peptide sequence is KGKDKWIELKESWGA. (5) The peptide sequence is AFILDGWNLFPKV. The MHC is HLA-DQA10501-DQB10201 with pseudo-sequence HLA-DQA10501-DQB10201. The binding affinity (normalized) is 0.333. (6) The peptide sequence is LCHICWKPLPTSITV. The MHC is DRB1_0802 with pseudo-sequence DRB1_0802. The binding affinity (normalized) is 0.751.